This data is from Full USPTO retrosynthesis dataset with 1.9M reactions from patents (1976-2016). The task is: Predict the reactants needed to synthesize the given product. (1) Given the product [Cl:1][C:2]1[CH:3]=[CH:4][C:5]([CH:8]2[CH2:11][CH2:10][CH:9]2[NH:12][C:24](=[O:25])[C:23]2[CH:27]=[CH:28][CH:29]=[CH:30][C:22]=2[C:21]([F:20])([F:31])[F:32])=[CH:6][CH:7]=1, predict the reactants needed to synthesize it. The reactants are: [Cl:1][C:2]1[CH:7]=[CH:6][C:5]([CH:8]2[CH2:11][CH2:10][CH:9]2[NH2:12])=[CH:4][CH:3]=1.C(N(CC)CC)C.[F:20][C:21]([F:32])([F:31])[C:22]1[CH:30]=[CH:29][CH:28]=[CH:27][C:23]=1[C:24](Cl)=[O:25]. (2) The reactants are: [CH3:1][O:2][C:3]1[CH:8]=[CH:7][C:6](B(O)O)=[CH:5][CH:4]=1.[CH:12]([C:15]1[CH:20]=[C:19]([CH:21]([CH3:23])[CH3:22])[CH:18]=[C:17]([CH:24]([CH3:26])[CH3:25])[CH:16]=1)([CH3:14])[CH3:13].CCN(CC)CC. Given the product [CH3:1][O:2][C:3]1[CH:8]=[CH:7][C:6]([C:20]2[C:15]([CH:12]([CH3:13])[CH3:14])=[CH:16][C:17]([CH:24]([CH3:26])[CH3:25])=[CH:18][C:19]=2[CH:21]([CH3:23])[CH3:22])=[CH:5][CH:4]=1, predict the reactants needed to synthesize it. (3) Given the product [C:10]([CH2:9][CH2:8][C:5]1[CH:4]=[CH:3][C:2]([O:1][C:14](=[O:15])[N:13]([CH3:12])[C:17]2[CH:22]=[CH:21][CH:20]=[CH:19][CH:18]=2)=[CH:7][CH:6]=1)#[N:11], predict the reactants needed to synthesize it. The reactants are: [OH:1][C:2]1[CH:7]=[CH:6][C:5]([CH2:8][CH2:9][C:10]#[N:11])=[CH:4][CH:3]=1.[CH3:12][N:13]([C:17]1[CH:22]=[CH:21][CH:20]=[CH:19][CH:18]=1)[C:14](Cl)=[O:15].